Predict the reaction yield, written as a fraction of the theoretical maximum amount of product (1.0 means a 100% yield; for example, 0.34 means a 34% yield). From a dataset of Reaction yield outcomes from USPTO patents with 853,638 reactions. The reactants are [CH3:1][N:2]1[C:10]2[C:5](=[CH:6][CH:7]=[CH:8][CH:9]=2)[CH2:4][C:3]1=[O:11].[N+:12]([O-])([OH:14])=[O:13]. No catalyst specified. The product is [CH3:1][N:2]1[C:10]2[C:5](=[CH:6][C:7]([N+:12]([O-:14])=[O:13])=[CH:8][CH:9]=2)[CH2:4][C:3]1=[O:11]. The yield is 0.700.